Dataset: Blood-brain barrier permeability classification from the B3DB database. Task: Regression/Classification. Given a drug SMILES string, predict its absorption, distribution, metabolism, or excretion properties. Task type varies by dataset: regression for continuous measurements (e.g., permeability, clearance, half-life) or binary classification for categorical outcomes (e.g., BBB penetration, CYP inhibition). Dataset: b3db_classification. (1) The drug is COc1ccc2c(c1)[C@H](CC(=O)O)[C@H](C)N2C(=O)c1ccc(Cl)cc1. The result is 0 (does not penetrate BBB). (2) The compound is C#CC1(O)CCC2C3C(C)CC4=C(CCC(=O)C4)C3CCC21C. The result is 1 (penetrates BBB). (3) The drug is CC(=O)OC1CC[C@@]2(C)C([C@@H]1Br)[C@H](Br)C[C@@H]1[C@@H]2CC[C@@]2(C)[C@H]1CC[C@@H]2[C@H](C)CCCC(C)C. The result is 1 (penetrates BBB). (4) The molecule is COc1ccc2c(c1)[C@@]13CCCC[C@H]1[C@@H](C2)N(C)CC3. The result is 1 (penetrates BBB). (5) The compound is C[C@H](CN(C)C)CN1c2ccccc2Sc2ccc(C#N)cc21. The result is 1 (penetrates BBB). (6) The drug is C=CC1O[C@@H]2CC3C4CCC5=CC(=O)C=CC5(C)C4(F)C(O)CC3(C)[C@]2(C(=O)CO)O1. The result is 1 (penetrates BBB). (7) The molecule is OCC(O)[C@H]1O[C@@H]2O[C@H](C(Cl)(Cl)Cl)O[C@@H]2[C@H]1O. The result is 1 (penetrates BBB).